Dataset: Forward reaction prediction with 1.9M reactions from USPTO patents (1976-2016). Task: Predict the product of the given reaction. (1) Given the reactants [NH2:1][C:2]1[C:11]2[N:12]=[C:13]3[CH2:18][N:17]([S:19]([CH3:22])(=[O:21])=[O:20])[CH2:16][C@H:15]([CH2:23][CH2:24][CH2:25][NH:26]C(=O)OC(C)(C)C)[N:14]3[C:10]=2[C:9]2[C:4](=[CH:5][CH:6]=[CH:7][CH:8]=2)[N:3]=1.[ClH:34], predict the reaction product. The product is: [OH2:20].[ClH:34].[ClH:34].[NH2:26][CH2:25][CH2:24][CH2:23][C@@H:15]1[N:14]2[C:10]3[C:9]4[C:4](=[CH:5][CH:6]=[CH:7][CH:8]=4)[N:3]=[C:2]([NH2:1])[C:11]=3[N:12]=[C:13]2[CH2:18][N:17]([S:19]([CH3:22])(=[O:20])=[O:21])[CH2:16]1. (2) Given the reactants C([Li])CCC.CC1(C)CCCC(C)(C)N1.[Br:16][C:17]1[C:18]([Cl:25])=[CH:19][C:20]([O:23][CH3:24])=[N:21][CH:22]=1.BrC1C(Cl)=C([Li])C(OC)=NC=1.[CH3:37][O:38][C:39]1[C:46]([O:47][CH3:48])=[C:45]([O:49][CH3:50])[CH:44]=[C:43]([CH3:51])[C:40]=1[CH:41]=[O:42].[Cl-].[NH4+], predict the reaction product. The product is: [CH3:37][O:38][C:39]1[C:46]([O:47][CH3:48])=[C:45]([O:49][CH3:50])[CH:44]=[C:43]([CH3:51])[C:40]=1[CH:41]([C:19]1[C:20]([O:23][CH3:24])=[N:21][CH:22]=[C:17]([Br:16])[C:18]=1[Cl:25])[OH:42]. (3) Given the reactants FC(F)(F)C(O)=O.[F:8][C:9]1[CH:14]=[CH:13][C:12]([N:15]2[C:19]3[N:20]=[CH:21][N:22]([CH2:25][C:26]4([OH:32])[CH2:31][CH2:30][NH:29][CH2:28][CH2:27]4)[C:23](=[O:24])[C:18]=3[CH:17]=[N:16]2)=[CH:11][CH:10]=1.[O:33]=[C:34]1[CH2:39][CH2:38][CH:37]([C:40](O)=[O:41])[CH2:36][CH2:35]1, predict the reaction product. The product is: [F:8][C:9]1[CH:10]=[CH:11][C:12]([N:15]2[C:19]3[N:20]=[CH:21][N:22]([CH2:25][C:26]4([OH:32])[CH2:31][CH2:30][N:29]([C:40]([CH:37]5[CH2:38][CH2:39][C:34](=[O:33])[CH2:35][CH2:36]5)=[O:41])[CH2:28][CH2:27]4)[C:23](=[O:24])[C:18]=3[CH:17]=[N:16]2)=[CH:13][CH:14]=1. (4) Given the reactants [O:1]1CCO[CH:2]1[CH2:6][N:7]1[C:16]2[C:11](=[CH:12][CH:13]=[C:14]([O:17][CH3:18])[CH:15]=2)[C:10](/[CH:19]=[CH:20]/[C:21]([O:23][CH2:24][CH3:25])=[O:22])=[CH:9][C:8]1=[O:26].FC(F)(F)C(O)=O, predict the reaction product. The product is: [CH3:18][O:17][C:14]1[CH:15]=[C:16]2[C:11]([C:10](/[CH:19]=[CH:20]/[C:21]([O:23][CH2:24][CH3:25])=[O:22])=[CH:9][C:8](=[O:26])[N:7]2[CH2:6][CH:2]=[O:1])=[CH:12][CH:13]=1. (5) The product is: [F:37][C:38]1([F:44])[CH2:43][CH2:42][CH2:41][N:40]([C:2]2[CH:3]=[C:4]([CH:33]=[CH:34][CH:35]=2)[CH2:5][N:6]2[C:10]3[CH:11]=[C:12]([O:15][CH2:16][C:17]4[CH:22]=[CH:21][C:20]([CH3:23])=[CH:19][N:18]=4)[CH:13]=[CH:14][C:9]=3[N:8]=[C:7]2[C@H:24]2[CH2:29][CH2:28][CH2:27][CH2:26][C@H:25]2[C:30]([OH:32])=[O:31])[CH2:39]1. Given the reactants Br[C:2]1[CH:3]=[C:4]([CH:33]=[CH:34][CH:35]=1)[CH2:5][N:6]1[C:10]2[CH:11]=[C:12]([O:15][CH2:16][C:17]3[CH:22]=[CH:21][C:20]([CH3:23])=[CH:19][N:18]=3)[CH:13]=[CH:14][C:9]=2[N:8]=[C:7]1[C@H:24]1[CH2:29][CH2:28][CH2:27][CH2:26][C@H:25]1[C:30]([OH:32])=[O:31].Cl.[F:37][C:38]1([F:44])[CH2:43][CH2:42][CH2:41][NH:40][CH2:39]1, predict the reaction product. (6) Given the reactants FC(F)(F)S(O[C:7]1[CH:12]=[CH:11][C:10]([C:13]2[C:18]([CH3:19])=[N:17][C:16]([CH3:20])=[C:15]([C:21](=[O:23])[NH2:22])[N:14]=2)=[CH:9][C:8]=1[F:24])(=O)=O.[Cl:27][C:28]1[CH:29]=[C:30]([CH:43]([CH3:48])[C:44]([O:46][CH3:47])=[O:45])[CH:31]=[CH:32][C:33]=1B1OC(C)(C)C(C)(C)O1.[Cl-].[Li+].P([O-])([O-])([O-])=O.[K+].[K+].[K+], predict the reaction product. The product is: [C:21]([C:15]1[N:14]=[C:13]([C:10]2[CH:11]=[CH:12][C:7]([C:33]3[CH:32]=[CH:31][C:30]([CH:43]([CH3:48])[C:44]([O:46][CH3:47])=[O:45])=[CH:29][C:28]=3[Cl:27])=[C:8]([F:24])[CH:9]=2)[C:18]([CH3:19])=[N:17][C:16]=1[CH3:20])(=[O:23])[NH2:22]. (7) Given the reactants [N:1]1[CH:6]=[CH:5][CH:4]=[CH:3][C:2]=1[S:7]([O-:9])=[O:8].[Na+].ClN1C(=O)CCC1=O.S(Cl)(Cl)(=O)=O.[NH2:24][C:25]1[C:26]([F:47])=[C:27]([C:31]2[N:32]=[C:33]([C:43]([CH3:46])([CH3:45])[CH3:44])[S:34][C:35]=2[C:36]2[CH:41]=[CH:40][N:39]=[C:38]([NH2:42])[N:37]=2)[CH:28]=[CH:29][CH:30]=1.N1C=CC=CC=1, predict the reaction product. The product is: [NH2:42][C:38]1[N:37]=[C:36]([C:35]2[S:34][C:33]([C:43]([CH3:45])([CH3:46])[CH3:44])=[N:32][C:31]=2[C:27]2[C:26]([F:47])=[C:25]([NH:24][S:7]([C:2]3[CH:3]=[CH:4][CH:5]=[CH:6][N:1]=3)(=[O:9])=[O:8])[CH:30]=[CH:29][CH:28]=2)[CH:41]=[CH:40][N:39]=1. (8) Given the reactants [CH3:14][CH:12]([O:11][C:9](/[N:8]=[N:8]/[C:9]([O:11][CH:12]([CH3:14])C)=[O:10])=[O:10])C.[C:15]([N:18]1[CH2:23][CH2:22][N:21]([CH2:24][CH2:25][CH2:26][O:27][C:28]2[CH:33]=[CH:32][C:31]([CH:34]3[CH2:39][CH2:38]N(C4CCC5N(C(C(F)(F)F)=NN=5)N=4)[CH2:36][CH2:35]3)=[CH:30][CH:29]=2)[CH2:20][CH2:19]1)(=[O:17])[CH3:16].C(N1CCN(CCCO)CC1)(=O)C.[C:66]1(P([C:66]2[CH:71]=[CH:70]C=[CH:68][CH:67]=2)[C:66]2[CH:71]=[CH:70]C=[CH:68][CH:67]=2)[CH:71]=[CH:70]C=[CH:68][CH:67]=1, predict the reaction product. The product is: [C:15]([N:18]1[CH2:23][CH2:22][N:21]([CH2:24][CH2:25][CH2:26][O:27][C:28]2[CH:29]=[CH:30][C:31]([C:34]3[CH2:35][CH2:36][N:8]([C:9]([O:11][CH2:12][C:14]4[CH:70]=[CH:71][CH:66]=[CH:67][CH:68]=4)=[O:10])[CH2:38][CH:39]=3)=[CH:32][CH:33]=2)[CH2:20][CH2:19]1)(=[O:17])[CH3:16]. (9) Given the reactants Br.[NH2:2][C:3]1[C:11]([OH:12])=[C:10]2[C:6]([CH2:7][CH2:8][C:9]2=[O:13])=[CH:5][CH:4]=1.[CH:14](OCC)(OCC)OCC, predict the reaction product. The product is: [O:12]1[C:11]2[C:10]3[C:9](=[O:13])[CH2:8][CH2:7][C:6]=3[CH:5]=[CH:4][C:3]=2[N:2]=[CH:14]1.